The task is: Predict the product of the given reaction.. This data is from Forward reaction prediction with 1.9M reactions from USPTO patents (1976-2016). Given the reactants [C:1]([Cl:6])(=[O:5])[CH:2]([CH3:4])[CH3:3].[NH2:7][CH2:8][CH2:9][O:10][C:11]1[CH:20]=[CH:19][C:18]2[N:17]=[C:16]([NH2:21])[C:15]3[N:22]=[C:23]([CH2:28][O:29][CH2:30][CH3:31])[N:24]([CH2:25][CH2:26][CH3:27])[C:14]=3[C:13]=2[CH:12]=1, predict the reaction product. The product is: [ClH:6].[NH2:21][C:16]1[C:15]2[N:22]=[C:23]([CH2:28][O:29][CH2:30][CH3:31])[N:24]([CH2:25][CH2:26][CH3:27])[C:14]=2[C:13]2[CH:12]=[C:11]([O:10][CH2:9][CH2:8][NH:7][C:1](=[O:5])[CH:2]([CH3:4])[CH3:3])[CH:20]=[CH:19][C:18]=2[N:17]=1.